Dataset: Catalyst prediction with 721,799 reactions and 888 catalyst types from USPTO. Task: Predict which catalyst facilitates the given reaction. (1) Reactant: C([O:5][CH2:6][C:7]([N:9]1[CH2:14][CH2:13][C:12]2[N:15]([CH2:26][C:27]3[CH:32]=[CH:31][C:30]([F:33])=[CH:29][C:28]=3[F:34])[N:16]=[C:17]([C:18]3[CH:19]=[C:20]([CH:23]=[CH:24][CH:25]=3)[C:21]#[N:22])[C:11]=2[CH2:10]1)=[O:8])(C)(C)C.FC(F)(F)C(O)=O. Product: [F:34][C:28]1[CH:29]=[C:30]([F:33])[CH:31]=[CH:32][C:27]=1[CH2:26][N:15]1[C:12]2[CH2:13][CH2:14][N:9]([C:7](=[O:8])[CH2:6][OH:5])[CH2:10][C:11]=2[C:17]([C:18]2[CH:19]=[C:20]([CH:23]=[CH:24][CH:25]=2)[C:21]#[N:22])=[N:16]1. The catalyst class is: 2. (2) Reactant: [O:1]1[CH:5]2[O:6][CH2:7][CH2:8][CH:4]2[CH:3]([O:9][C:10](=[O:28])[NH:11][CH:12]([CH2:21][C:22]2[CH:27]=[CH:26][CH:25]=[CH:24][CH:23]=2)[CH:13]([OH:20])[CH2:14][NH:15][CH2:16][CH:17]([CH3:19])[CH3:18])[CH2:2]1.C([O-])(O)=O.[Na+].[F:34][C:35]1[CH:36]=[C:37]([S:44](Cl)(=[O:46])=[O:45])[CH:38]=[CH:39][C:40]=1[N+:41]([O-:43])=[O:42].CC(O)C. Product: [O:1]1[CH:5]2[O:6][CH2:7][CH2:8][CH:4]2[CH:3]([O:9][C:10](=[O:28])[NH:11][CH:12]([CH2:21][C:22]2[CH:23]=[CH:24][CH:25]=[CH:26][CH:27]=2)[CH:13]([OH:20])[CH2:14][N:15]([S:44]([C:37]2[CH:38]=[CH:39][C:40]([N+:41]([O-:43])=[O:42])=[C:35]([F:34])[CH:36]=2)(=[O:46])=[O:45])[CH2:16][CH:17]([CH3:19])[CH3:18])[CH2:2]1. The catalyst class is: 4. (3) Reactant: [ClH:1].Cl.[NH:3]1[CH2:12][CH2:11][CH2:10][CH:5](C(NN)=O)[CH2:4]1.C(O)(=O)C.[N:17](OCCC(C)C)=O.Cl. Product: [ClH:1].[ClH:1].[NH2:17][CH:5]1[CH2:10][CH2:11][CH2:12][NH:3][CH2:4]1. The catalyst class is: 6. (4) Reactant: Cl.Cl.[C:3]1([S:9]([N:12]2[C:16]3[N:17]=[CH:18][N:19]=[C:20]([N:21]4[CH2:26][CH2:25][NH:24][CH2:23][CH2:22]4)[C:15]=3[C:14]([CH3:27])=[CH:13]2)(=[O:11])=[O:10])[CH:8]=[CH:7][CH:6]=[CH:5][CH:4]=1.[C:28]([O:32][C:33]([NH:35][CH2:36][CH:37]([C:41]1[CH:46]=[CH:45][C:44]([Cl:47])=[CH:43][CH:42]=1)[C:38](O)=[O:39])=[O:34])([CH3:31])([CH3:30])[CH3:29].CN(C(ON1N=NC2C=CC=CC1=2)=[N+](C)C)C.F[P-](F)(F)(F)(F)F. Product: [C:28]([O:32][C:33](=[O:34])[NH:35][CH2:36][CH:37]([C:41]1[CH:42]=[CH:43][C:44]([Cl:47])=[CH:45][CH:46]=1)[C:38]([N:24]1[CH2:25][CH2:26][N:21]([C:20]2[C:15]3[C:14]([CH3:27])=[CH:13][N:12]([S:9]([C:3]4[CH:8]=[CH:7][CH:6]=[CH:5][CH:4]=4)(=[O:10])=[O:11])[C:16]=3[N:17]=[CH:18][N:19]=2)[CH2:22][CH2:23]1)=[O:39])([CH3:31])([CH3:29])[CH3:30]. The catalyst class is: 3. (5) Reactant: [Cl:1][C:2]1[CH:3]=[CH:4][C:5]2[C:10](=O)[O:9]C(=O)[NH:7][C:6]=2[C:13]=1[Cl:14].[CH3:15][NH2:16]. Product: [NH2:7][C:6]1[C:13]([Cl:14])=[C:2]([Cl:1])[CH:3]=[CH:4][C:5]=1[C:10]([NH:16][CH3:15])=[O:9]. The catalyst class is: 121. (6) Reactant: C(N(CC)CC)C.[CH:8]([C:10]1[C:18]2[C:13](=[CH:14][CH:15]=[CH:16][CH:17]=2)[N:12](C(OC(C)(C)C)=O)[CH:11]=1)=[O:9].[CH3:26][O:27][C:28]1[CH:29]=[C:30]([CH:39]=[CH:40][CH:41]=1)[N:31]=[CH:32][C:33]1[N:34]=[CH:35][N:36]([CH3:38])[CH:37]=1. Product: [NH:12]1[C:13]2[C:18](=[CH:17][CH:16]=[CH:15][CH:14]=2)[C:10]([C:8](=[O:9])[CH:32]([NH:31][C:30]2[CH:39]=[CH:40][CH:41]=[C:28]([O:27][CH3:26])[CH:29]=2)[C:33]2[N:34]=[CH:35][N:36]([CH3:38])[CH:37]=2)=[CH:11]1. The catalyst class is: 433. (7) Reactant: CS([C:5]1[N:10]=[C:9]([CH2:11][CH2:12][CH2:13][OH:14])[CH:8]=[C:7]([C:15]2[CH:20]=[CH:19][CH:18]=[C:17]([C:21]([CH3:24])([CH3:23])[CH3:22])[C:16]=2C)[N:6]=1)(=O)=O.[C-:26]#[N:27].[Na+].C(OCC)(=O)C. Product: [C:21]([C:17]1[CH:16]=[C:15]([C:7]2[CH:8]=[C:9]([CH2:11][CH2:12][CH2:13][OH:14])[N:10]=[C:5]([C:26]#[N:27])[N:6]=2)[CH:20]=[CH:19][CH:18]=1)([CH3:22])([CH3:23])[CH3:24]. The catalyst class is: 16. (8) Reactant: [CH2:1]([C@@H:3]1[CH2:7][C:6](=[O:8])[CH2:5][C@@H:4]1[C:9](OCC)=[O:10])[CH3:2].[H-].[H-].[H-].[H-].[Li+].[Al+3].[OH-].[Na+].[O-]S([O-])(=O)=O.[Na+].[Na+]. Product: [CH2:1]([C@H:3]1[C@@H:4]([CH2:9][OH:10])[CH2:5][CH:6]([OH:8])[CH2:7]1)[CH3:2]. The catalyst class is: 20. (9) Reactant: Cl[C:2]1[N:3]=[CH:4][C:5]2[N:6]([CH3:19])[C:7](=[O:18])[C:8]3[CH:17]=[CH:16][CH:15]=[CH:14][C:9]=3[N:10]([CH3:13])[C:11]=2[N:12]=1.[NH2:20][C:21]1[CH:31]=[CH:30][C:24]([C:25]([O:27][CH2:28][CH3:29])=[O:26])=[CH:23][C:22]=1[O:32][CH3:33].CC(C1C=C(C(C)C)C(C2C=CC=CC=2P(C2CCCCC2)C2CCCCC2)=C(C(C)C)C=1)C.C(=O)([O-])[O-].[K+].[K+]. Product: [CH3:19][N:6]1[C:7](=[O:18])[C:8]2[CH:17]=[CH:16][CH:15]=[CH:14][C:9]=2[N:10]([CH3:13])[C:11]2[N:12]=[C:2]([NH:20][C:21]3[CH:31]=[CH:30][C:24]([C:25]([O:27][CH2:28][CH3:29])=[O:26])=[CH:23][C:22]=3[O:32][CH3:33])[N:3]=[CH:4][C:5]1=2. The catalyst class is: 218. (10) Reactant: [CH2:1]([O:8][C:9]1[CH:14]=[C:13]([Cl:15])[CH:12]=[C:11](Br)[CH:10]=1)[C:2]1[CH:7]=[CH:6][CH:5]=[CH:4][CH:3]=1.[S:17](Cl)([Cl:20])(=[O:19])=[O:18]. Product: [CH2:1]([O:8][C:9]1[CH:10]=[C:11]([S:17]([Cl:20])(=[O:19])=[O:18])[CH:12]=[C:13]([Cl:15])[CH:14]=1)[C:2]1[CH:7]=[CH:6][CH:5]=[CH:4][CH:3]=1. The catalyst class is: 1.